This data is from Reaction yield outcomes from USPTO patents with 853,638 reactions. The task is: Predict the reaction yield, written as a fraction of the theoretical maximum amount of product (1.0 means a 100% yield; for example, 0.34 means a 34% yield). (1) The yield is 0.230. The product is [CH2:3]([N:4]1[CH:5]=[C:6]([Br:8])[CH:7]=[C:2]([Br:1])[C:24]1=[O:27])[C:12]1[CH:21]=[CH:16][CH:15]=[CH:14][CH:13]=1. The catalyst is COCCOC. The reactants are [Br:1][C:2]1[C:3](=O)[NH:4][CH:5]=[C:6]([Br:8])[CH:7]=1.CO[C:12]1N=[CH:16][C:15](B(O)O)=[CH:14][CH:13]=1.[CH2:21](Cl)Cl.[C:24]([O-:27])([O-])=O.[Cs+].[Cs+]. (2) The reactants are [N+:1]([O-:9])([O:3][CH2:4][CH2:5][CH2:6][CH2:7][OH:8])=[O:2].[CH3:10][C:11]([C:17]1[C:18](=[O:29])[C:19]2[C:24]([C:25](=[O:28])[C:26]=1[CH3:27])=[CH:23][CH:22]=[CH:21][CH:20]=2)([CH3:16])[CH2:12][C:13](O)=[O:14].C(Cl)CCl. The catalyst is C(Cl)Cl.CN(C1C=CN=CC=1)C. The product is [CH3:16][C:11]([C:17]1[C:18](=[O:29])[C:19]2[C:24]([C:25](=[O:28])[C:26]=1[CH3:27])=[CH:23][CH:22]=[CH:21][CH:20]=2)([CH3:10])[CH2:12][C:13]([O:8][CH2:7][CH2:6][CH2:5][CH2:4][O:3][N+:1]([O-:9])=[O:2])=[O:14]. The yield is 0.620.